From a dataset of Catalyst prediction with 721,799 reactions and 888 catalyst types from USPTO. Predict which catalyst facilitates the given reaction. (1) Reactant: [OH:1][C:2]1[CH:3]=[C:4]2[C:9](=[CH:10][CH:11]=1)[N:8]=[C:7]([CH2:12][CH2:13][CH3:14])[C:6]([C:15]#[N:16])=[C:5]2[C:17]1[CH:22]=[CH:21][CH:20]=[CH:19][CH:18]=1.Cl[CH2:24][C:25]([NH2:27])=[O:26].C(=O)([O-])[O-].[K+].[K+].O. Product: [C:15]([C:6]1[C:7]([CH2:12][CH2:13][CH3:14])=[N:8][C:9]2[C:4]([C:5]=1[C:17]1[CH:22]=[CH:21][CH:20]=[CH:19][CH:18]=1)=[CH:3][C:2]([O:1][CH2:24][C:25]([NH2:27])=[O:26])=[CH:11][CH:10]=2)#[N:16]. The catalyst class is: 9. (2) Reactant: [N+:1]([C:4]1[CH:9]=[CH:8][C:7]([N:10]2[CH2:18][CH2:17][NH:16][CH2:15][CH2:14][N:13]([C:19]3[CH:24]=[CH:23][C:22]([N+:25]([O-:27])=[O:26])=[CH:21][CH:20]=3)[CH2:12][CH2:11]2)=[CH:6][CH:5]=1)([O-:3])=[O:2].C(N(CC)CC)C.Br[CH:36]([OH:38])[CH3:37].O. Product: [N+:1]([C:4]1[CH:5]=[CH:6][C:7]([N:10]2[CH2:11][CH2:12][N:13]([C:19]3[CH:24]=[CH:23][C:22]([N+:25]([O-:27])=[O:26])=[CH:21][CH:20]=3)[CH2:14][CH2:15][N:16]([CH2:37][CH2:36][OH:38])[CH2:17][CH2:18]2)=[CH:8][CH:9]=1)([O-:3])=[O:2]. The catalyst class is: 37. (3) Reactant: [CH3:1][O:2][C:3]([C:5]1[CH:6]=[C:7]2[C:11](=[CH:12][CH:13]=1)[NH:10][C:9]([CH:14]=O)=[CH:8]2)=[O:4].[NH:16]1[CH2:20][CH2:19][CH2:18][CH2:17]1.[C:21]([OH:24])(=[O:23])[CH3:22].C(O[BH-](OC(=O)C)OC(=O)C)(=O)C.[Na+]. Product: [CH3:1][O:2][C:3]([C:5]1[CH:6]=[C:7]2[C:11](=[CH:12][CH:13]=1)[NH:10][C:9]([CH2:14][N:16]1[CH2:20][CH2:19][CH2:18][CH2:17]1)=[CH:8]2)=[O:4].[C:21]([OH:24])(=[O:23])[CH3:22]. The catalyst class is: 2.